From a dataset of Forward reaction prediction with 1.9M reactions from USPTO patents (1976-2016). Predict the product of the given reaction. Given the reactants C([O:3][C:4](=O)[C:5]([O:8][C:9]1[CH:10]=[C:11]2[CH:17]=[C:16]([CH:18]([C:25]3[CH:30]=[CH:29][C:28]([S:31]([CH3:34])(=[O:33])=[O:32])=[CH:27][CH:26]=3)[CH2:19][CH:20]3[CH2:24][CH2:23][CH2:22][CH2:21]3)[NH:15][C:12]2=[N:13][CH:14]=1)([CH3:7])[CH3:6])C.[H-].C([Al+]CC(C)C)C(C)C, predict the reaction product. The product is: [CH:20]1([CH2:19][CH:18]([C:16]2[NH:15][C:12]3=[N:13][CH:14]=[C:9]([O:8][C:5]([CH3:6])([CH3:7])[CH2:4][OH:3])[CH:10]=[C:11]3[CH:17]=2)[C:25]2[CH:30]=[CH:29][C:28]([S:31]([CH3:34])(=[O:33])=[O:32])=[CH:27][CH:26]=2)[CH2:24][CH2:23][CH2:22][CH2:21]1.